Dataset: Forward reaction prediction with 1.9M reactions from USPTO patents (1976-2016). Task: Predict the product of the given reaction. (1) Given the reactants [CH:1]1([C:4]2[C:5]([O:18][CH2:19][C:20]34[CH2:26][CH:25]3[CH2:24][C:23](=[O:27])[CH2:22][CH2:21]4)=[CH:6][C:7]([F:17])=[C:8]([CH:16]=2)[C:9]([O:11][C:12]([CH3:15])([CH3:14])[CH3:13])=[O:10])[CH2:3][CH2:2]1.[BH4-].[Na+], predict the reaction product. The product is: [CH:1]1([C:4]2[C:5]([O:18][CH2:19][C:20]34[CH2:26][CH:25]3[CH2:24][CH:23]([OH:27])[CH2:22][CH2:21]4)=[CH:6][C:7]([F:17])=[C:8]([CH:16]=2)[C:9]([O:11][C:12]([CH3:15])([CH3:14])[CH3:13])=[O:10])[CH2:3][CH2:2]1. (2) Given the reactants [C:1]([N:4](C(=O)C)[C:5](=[N:8][CH3:9])[S:6][CH3:7])(=[O:3])[CH3:2].C([O-])([O-])=O.[K+].[K+], predict the reaction product. The product is: [C:1]([NH:4][C:5](=[N:8][CH3:9])[S:6][CH3:7])(=[O:3])[CH3:2]. (3) Given the reactants Cl[CH2:2][C:3]1[NH:4][C:5](=[O:16])[C:6]2[CH:11]=[N:10][N:9]([CH2:12][CH:13]([CH3:15])[CH3:14])[C:7]=2[N:8]=1.[Cl:17][C:18]1[CH:23]=[CH:22][C:21]([NH:24][CH2:25][CH2:26][OH:27])=[CH:20][CH:19]=1, predict the reaction product. The product is: [Cl:17][C:18]1[CH:19]=[CH:20][C:21]([N:24]([CH2:2][C:3]2[NH:4][C:5](=[O:16])[C:6]3[CH:11]=[N:10][N:9]([CH2:12][CH:13]([CH3:15])[CH3:14])[C:7]=3[N:8]=2)[CH2:25][CH2:26][OH:27])=[CH:22][CH:23]=1. (4) Given the reactants [OH:1][NH:2][C:3](=O)[CH3:4].CC([O-])(C)C.[K+].[C:12]([NH:16][C:17](=[O:19])[OH:18])([CH3:15])([CH3:14])[CH3:13].[C:20]([NH:24][C:25](=[O:27])[OH:26])([CH3:23])([CH3:22])[CH3:21].[NH2:28][CH2:29][C:30]1[CH:37]=C[C:33](C#N)=[C:32](F)[CH:31]=1, predict the reaction product. The product is: [C:12]([NH:16][C:17](=[O:18])[OH:19])([CH3:15])([CH3:14])[CH3:13].[C:20]([NH:24][C:25](=[O:26])[OH:27])([CH3:23])([CH3:22])[CH3:21].[NH2:28][CH2:29][C:30]1[CH:31]=[CH:32][C:33]2[O:1][N:2]=[C:3]([NH2:16])[C:4]=2[CH:37]=1. (5) Given the reactants [CH3:1][N:2]1[CH2:7][CH2:6][CH2:5][CH2:4][CH2:3]1.[CH2:8]([O:11][S:12](=[O:18])(=[O:17])[O:13][CH2:14][CH2:15][CH3:16])[CH2:9][CH3:10], predict the reaction product. The product is: [CH2:8]([O:11][S:12]([O-:18])(=[O:17])=[O:13])[CH2:9][CH3:10].[CH3:1][NH+:2]1[CH2:7][CH2:6][CH2:5][CH:4]([CH2:14][CH2:15][CH3:16])[CH2:3]1. (6) Given the reactants [C:1]([O:5][C:6]([NH:8][C@H:9]1[CH2:14][O:13][C@H:12]([C:15]([OH:17])=O)[CH2:11][CH2:10]1)=[O:7])([CH3:4])([CH3:3])[CH3:2].C[N:19]1CCOCC1.F[P-](F)(F)(F)(F)F.N1(OC(N(C)C)=[N+](C)C)C2N=CC=CC=2N=N1.[Cl-].[NH4+], predict the reaction product. The product is: [NH2:19][C:15]([C@H:12]1[O:13][CH2:14][C@H:9]([NH:8][C:6](=[O:7])[O:5][C:1]([CH3:4])([CH3:3])[CH3:2])[CH2:10][CH2:11]1)=[O:17]. (7) The product is: [C:1]([O:5][C@@H:6]([C:11]1[C:40]([CH3:41])=[C:39]([CH:42]([OH:44])[CH3:43])[C:38]2=[N:45][C:35]3=[CH:36][N:37]2[C:12]=1[N:13]1[CH2:14][CH2:15][C:16]([CH3:52])([O:17][CH2:18][CH2:19][CH2:20][CH2:21][C@H:22]([CH3:49])[O:23][C:24]2[CH:25]=[CH:26][C:27]([F:48])=[C:28]([F:47])[C:29]=2[C:30]2[CH:46]=[C:34]3[CH:33]=[CH:32][CH:31]=2)[CH2:50][CH2:51]1)[C:7]([OH:9])=[O:8])([CH3:2])([CH3:3])[CH3:4]. Given the reactants [C:1]([O:5][C@@H:6]([C:11]1[C:40]([CH3:41])=[C:39]([CH:42]([OH:44])[CH3:43])[C:38]2=[N:45][C:35]3=[CH:36][N:37]2[C:12]=1[N:13]1[CH2:51][CH2:50][C:16]([CH3:52])([O:17][CH2:18][CH2:19][CH2:20][CH2:21][C@H:22]([CH3:49])[O:23][C:24]2[CH:25]=[CH:26][C:27]([F:48])=[C:28]([F:47])[C:29]=2[C:30]2[CH:46]=[C:34]3[CH:33]=[CH:32][CH:31]=2)[CH2:15][CH2:14]1)[C:7]([O:9]C)=[O:8])([CH3:4])([CH3:3])[CH3:2].C(O[C@@H](C1C(C)=CC2=NC3=C(Cl)N2C=1N1CCC(C)(OCCCC[C@H](C)OC2C=CC(C)=CC=2C2C=C3C=CC=2)CC1)C(O)=O)(C)(C)C, predict the reaction product. (8) Given the reactants [OH:1][C:2]1[CH:3]=[CH:4][CH:5]=[C:6]2[C:11]=1[O:10][CH2:9][C:8]([C:12]([N:14]1[CH2:19][CH2:18][O:17][CH2:16][CH2:15]1)=[O:13])=[CH:7]2.C(=O)([O-])[O-].[K+].[K+].S(C1C=CC([N+]([O-])=O)=CC=1)(O[CH2:30][C@H:31]1[O:33][CH2:32]1)(=O)=O, predict the reaction product. The product is: [CH2:30]([O:1][C:2]1[CH:3]=[CH:4][CH:5]=[C:6]2[C:11]=1[O:10][CH2:9][C:8]([C:12]([N:14]1[CH2:19][CH2:18][O:17][CH2:16][CH2:15]1)=[O:13])=[CH:7]2)[C@H:31]1[O:33][CH2:32]1. (9) Given the reactants C([BH3-])#N.[Na+].[CH3:5][C:6]1[CH:11]=[CH:10][CH:9]=[CH:8][C:7]=1[C:12]1[CH:17]=[CH:16][C:15]([C:18]2[O:22][N:21]=[C:20]([C:23]3[CH:30]=[CH:29][C:26]([CH:27]=O)=[CH:25][CH:24]=3)[N:19]=2)=[CH:14][C:13]=1[C:31]([F:34])([F:33])[F:32].[NH2:35][CH2:36][CH2:37][CH2:38][C:39]([OH:41])=[O:40].C(Cl)Cl, predict the reaction product. The product is: [CH3:5][C:6]1[CH:11]=[CH:10][CH:9]=[CH:8][C:7]=1[C:12]1[CH:17]=[CH:16][C:15]([C:18]2[O:22][N:21]=[C:20]([C:23]3[CH:30]=[CH:29][C:26]([CH2:27][NH:35][CH2:36][CH2:37][CH2:38][C:39]([OH:41])=[O:40])=[CH:25][CH:24]=3)[N:19]=2)=[CH:14][C:13]=1[C:31]([F:34])([F:33])[F:32].